This data is from Reaction yield outcomes from USPTO patents with 853,638 reactions. The task is: Predict the reaction yield, written as a fraction of the theoretical maximum amount of product (1.0 means a 100% yield; for example, 0.34 means a 34% yield). (1) The product is [F:16][C:13]1[CH:12]=[CH:11][C:5]2[NH:6][C@@H:7]([CH3:10])[CH2:8][O:9][C:4]=2[C:14]=1[F:15]. The yield is 0.660. The catalyst is CN(C=O)C. The reactants are [H-].[Na+].F[C:4]1[C:14]([F:15])=[C:13]([F:16])[CH:12]=[CH:11][C:5]=1[NH:6][C@@H:7]([CH3:10])[CH2:8][OH:9]. (2) The yield is 0.00100. The reactants are [CH3:1][O:2][C:3]1[CH:8]=[C:7]([C:9]([F:12])([F:11])[F:10])[CH:6]=[CH:5][C:4]=1[C:13]1[C:22]2[C:17](=[CH:18][C:19]([S:23](Cl)(=[O:25])=[O:24])=[CH:20][CH:21]=2)[N:16]=[C:15]([CH3:27])[N:14]=1.[S:28]1[CH:32]=[CH:31][N:30]=[C:29]1[NH2:33].CN1C=CN=C1. The product is [NH4+:14].[OH-:2].[CH3:1][O:2][C:3]1[CH:8]=[C:7]([C:9]([F:12])([F:11])[F:10])[CH:6]=[CH:5][C:4]=1[C:13]1[C:22]2[C:17](=[CH:18][C:19]([S:23]([NH:33][C:29]3[S:28][CH:32]=[CH:31][N:30]=3)(=[O:25])=[O:24])=[CH:20][CH:21]=2)[N:16]=[C:15]([CH3:27])[N:14]=1. The catalyst is CC#N.CO. (3) The reactants are Br[C:2]1[C:7]([CH:8]2[O:13][CH2:12][C:11]([CH3:15])([CH3:14])[CH2:10][O:9]2)=[C:6]([O:16][CH2:17][O:18][CH3:19])[C:5]([O:20][CH3:21])=[CH:4][CH:3]=1.[NH2:22][CH2:23][C@@H:24]([OH:35])[CH2:25][O:26][C:27]1[CH:32]=[CH:31][C:30]([CH3:33])=[CH:29][C:28]=1[CH3:34].C(O)CO.[O-]P([O-])([O-])=O.[K+].[K+].[K+]. The catalyst is CC(O)C.[Cu]I. The product is [CH3:14][C:11]1([CH3:15])[CH2:12][O:13][CH:8]([C:7]2[C:6]([O:16][CH2:17][O:18][CH3:19])=[C:5]([O:20][CH3:21])[CH:4]=[CH:3][C:2]=2[NH:22][CH2:23][C@@H:24]([OH:35])[CH2:25][O:26][C:27]2[CH:32]=[CH:31][C:30]([CH3:33])=[CH:29][C:28]=2[CH3:34])[O:9][CH2:10]1. The yield is 0.710.